This data is from Reaction yield outcomes from USPTO patents with 853,638 reactions. The task is: Predict the reaction yield, written as a fraction of the theoretical maximum amount of product (1.0 means a 100% yield; for example, 0.34 means a 34% yield). The reactants are [CH3:1][O:2][C:3]1[CH:25]=[CH:24][C:6]([CH2:7][N:8]2[C:17]3[C:12](=[N:13][CH:14]=[C:15]([N:18]4[CH2:21][C:20](=O)[CH2:19]4)[CH:16]=3)[CH:11]=[CH:10][C:9]2=[O:23])=[CH:5][CH:4]=1.[CH:26]([N:29]1[CH2:34][CH2:33][NH:32][CH2:31][CH2:30]1)([CH3:28])[CH3:27].[BH-](OC(C)=O)(OC(C)=O)OC(C)=O.[Na+]. The catalyst is C(Cl)Cl.C(O)(=O)C.O. The product is [CH3:1][O:2][C:3]1[CH:25]=[CH:24][C:6]([CH2:7][N:8]2[C:17]3[C:12](=[N:13][CH:14]=[C:15]([N:18]4[CH2:21][CH:20]([N:32]5[CH2:33][CH2:34][N:29]([CH:26]([CH3:28])[CH3:27])[CH2:30][CH2:31]5)[CH2:19]4)[CH:16]=3)[CH:11]=[CH:10][C:9]2=[O:23])=[CH:5][CH:4]=1. The yield is 0.723.